From a dataset of Forward reaction prediction with 1.9M reactions from USPTO patents (1976-2016). Predict the product of the given reaction. Given the reactants [OH-].[Na+].[F:3][C:4]([F:10])([F:9])[CH2:5][CH2:6][CH:7]=[O:8].[N+:11]([CH3:14])([O-:13])=[O:12], predict the reaction product. The product is: [F:3][C:4]([F:10])([F:9])[CH2:5][CH2:6][CH:7]([OH:8])[CH2:14][N+:11]([O-:13])=[O:12].